From a dataset of Reaction yield outcomes from USPTO patents with 853,638 reactions. Predict the reaction yield, written as a fraction of the theoretical maximum amount of product (1.0 means a 100% yield; for example, 0.34 means a 34% yield). (1) The reactants are [CH2:1]([OH:4])[CH2:2][OH:3].[H-].[Na+].Br[CH2:8][C:9]1[CH:14]=[CH:13][CH:12]=[C:11]([F:15])[CH:10]=1.O. The catalyst is C1COCC1.CCOC(C)=O. The product is [F:15][C:11]1[CH:10]=[C:9]([CH2:8][O:3][CH2:2][CH2:1][OH:4])[CH:14]=[CH:13][CH:12]=1. The yield is 0.250. (2) The reactants are [CH3:1][C:2]1[CH:7]=[C:6]([S:8][CH:9]([C:13]2[S:17][C:16]([C:18]([OH:20])=O)=[CH:15][CH:14]=2)[CH:10]([CH3:12])[CH3:11])[CH:5]=[C:4]([CH3:21])[C:3]=1[C:22]1[CH:27]=[CH:26][C:25]([C:28]([F:31])([F:30])[F:29])=[CH:24][CH:23]=1.Cl.[CH3:33][O:34][C:35](=[O:39])[CH2:36][CH2:37][NH2:38].O.ON1C2C=CC=CC=2N=N1.C(N(CC)C(C)C)(C)C.Cl.CN(C)CCCN=C=NCC. The catalyst is CN(C=O)C.O. The product is [CH3:33][O:34][C:35](=[O:39])[CH2:36][CH2:37][NH:38][C:18]([C:16]1[S:17][C:13]([CH:9]([S:8][C:6]2[CH:7]=[C:2]([CH3:1])[C:3]([C:22]3[CH:27]=[CH:26][C:25]([C:28]([F:29])([F:31])[F:30])=[CH:24][CH:23]=3)=[C:4]([CH3:21])[CH:5]=2)[CH:10]([CH3:12])[CH3:11])=[CH:14][CH:15]=1)=[O:20]. The yield is 0.700. (3) The reactants are [Br:1][C:2]1[C:7]([F:8])=[CH:6][CH:5]=[C:4]([CH3:9])[N:3]=1.[Mn]([O-])(=O)(=O)=[O:11].[K+].[OH2:16]. No catalyst specified. The product is [Br:1][C:2]1[N:3]=[C:4]([C:9]([OH:11])=[O:16])[CH:5]=[CH:6][C:7]=1[F:8]. The yield is 0.170.